From a dataset of NCI-60 drug combinations with 297,098 pairs across 59 cell lines. Regression. Given two drug SMILES strings and cell line genomic features, predict the synergy score measuring deviation from expected non-interaction effect. (1) Drug 1: CNC(=O)C1=CC=CC=C1SC2=CC3=C(C=C2)C(=NN3)C=CC4=CC=CC=N4. Drug 2: C1CC(C1)(C(=O)O)C(=O)O.[NH2-].[NH2-].[Pt+2]. Cell line: CCRF-CEM. Synergy scores: CSS=58.2, Synergy_ZIP=-3.26, Synergy_Bliss=-1.60, Synergy_Loewe=-0.653, Synergy_HSA=-0.270. (2) Drug 1: CC1=CC2C(CCC3(C2CCC3(C(=O)C)OC(=O)C)C)C4(C1=CC(=O)CC4)C. Drug 2: C1=NC2=C(N1)C(=S)N=C(N2)N. Cell line: NCIH23. Synergy scores: CSS=30.5, Synergy_ZIP=-0.547, Synergy_Bliss=-1.18, Synergy_Loewe=-37.1, Synergy_HSA=-2.24. (3) Drug 1: CS(=O)(=O)C1=CC(=C(C=C1)C(=O)NC2=CC(=C(C=C2)Cl)C3=CC=CC=N3)Cl. Drug 2: C1CC(=O)NC(=O)C1N2C(=O)C3=CC=CC=C3C2=O. Cell line: SW-620. Synergy scores: CSS=1.67, Synergy_ZIP=1.27, Synergy_Bliss=1.55, Synergy_Loewe=-0.0805, Synergy_HSA=-1.02. (4) Drug 1: CN(C)N=NC1=C(NC=N1)C(=O)N. Drug 2: C1=CC(=CC=C1CC(C(=O)O)N)N(CCCl)CCCl.Cl. Cell line: COLO 205. Synergy scores: CSS=38.6, Synergy_ZIP=9.59, Synergy_Bliss=15.6, Synergy_Loewe=0.435, Synergy_HSA=11.1. (5) Drug 1: C1C(C(OC1N2C=C(C(=O)NC2=O)F)CO)O. Drug 2: C1=NNC2=C1C(=O)NC=N2. Cell line: RPMI-8226. Synergy scores: CSS=37.1, Synergy_ZIP=-0.782, Synergy_Bliss=-1.16, Synergy_Loewe=-47.0, Synergy_HSA=-0.779. (6) Drug 1: C1CCC(C1)C(CC#N)N2C=C(C=N2)C3=C4C=CNC4=NC=N3. Drug 2: CCN(CC)CCCC(C)NC1=C2C=C(C=CC2=NC3=C1C=CC(=C3)Cl)OC. Cell line: CAKI-1. Synergy scores: CSS=15.0, Synergy_ZIP=-9.32, Synergy_Bliss=2.66, Synergy_Loewe=0.405, Synergy_HSA=4.69. (7) Drug 1: CC12CCC3C(C1CCC2O)C(CC4=C3C=CC(=C4)O)CCCCCCCCCS(=O)CCCC(C(F)(F)F)(F)F. Drug 2: C(CN)CNCCSP(=O)(O)O. Cell line: SF-539. Synergy scores: CSS=-1.37, Synergy_ZIP=0.502, Synergy_Bliss=-1.04, Synergy_Loewe=-2.06, Synergy_HSA=-2.15. (8) Cell line: SK-MEL-2. Synergy scores: CSS=53.9, Synergy_ZIP=0.252, Synergy_Bliss=1.24, Synergy_Loewe=-41.5, Synergy_HSA=2.19. Drug 2: C1CC(=O)NC(=O)C1N2C(=O)C3=CC=CC=C3C2=O. Drug 1: CCC1=CC2CC(C3=C(CN(C2)C1)C4=CC=CC=C4N3)(C5=C(C=C6C(=C5)C78CCN9C7C(C=CC9)(C(C(C8N6C)(C(=O)OC)O)OC(=O)C)CC)OC)C(=O)OC.C(C(C(=O)O)O)(C(=O)O)O. (9) Drug 1: C1=CC=C(C=C1)NC(=O)CCCCCCC(=O)NO. Drug 2: CC(C)NC(=O)C1=CC=C(C=C1)CNNC.Cl. Cell line: CAKI-1. Synergy scores: CSS=6.05, Synergy_ZIP=-4.63, Synergy_Bliss=-4.66, Synergy_Loewe=-11.7, Synergy_HSA=-6.56.